From a dataset of Reaction yield outcomes from USPTO patents with 853,638 reactions. Predict the reaction yield, written as a fraction of the theoretical maximum amount of product (1.0 means a 100% yield; for example, 0.34 means a 34% yield). The reactants are [CH:1]1([C:7]([C:9]2S[C:12]3=[N:13][CH:14]=[CH:15][CH:16]=[C:11]3[C:10]=2[CH3:18])=O)[CH2:6][CH2:5][CH2:4][CH2:3][CH2:2]1.[NH2:19][C:20]1[CH:29]=[CH:28][C:23]([C:24]([O:26][CH3:27])=[O:25])=[CH:22][CH:21]=1.C(=O)([O-])[OH:31].[Na+].C([BH3-])#N.[Na+]. The catalyst is O1CCCC1.[Ti](Cl)(Cl)(Cl)Cl.C(O)(=O)C.C(Cl)Cl.C(N(CC)CC)C. The product is [CH:1]1([CH:7]([NH:19][C:20]2[CH:21]=[CH:22][C:23]([C:24]([O:26][CH3:27])=[O:25])=[CH:28][CH:29]=2)[C:9]2[O:31][C:12]3=[N:13][CH:14]=[CH:15][CH:16]=[C:11]3[C:10]=2[CH3:18])[CH2:6][CH2:5][CH2:4][CH2:3][CH2:2]1. The yield is 0.640.